From a dataset of Reaction yield outcomes from USPTO patents with 853,638 reactions. Predict the reaction yield, written as a fraction of the theoretical maximum amount of product (1.0 means a 100% yield; for example, 0.34 means a 34% yield). (1) The product is [S:3]1[CH:4]=[CH:5][N:6]=[C:2]1[C:12]1[S:13][CH:14]=[CH:15][N:16]=1. The reactants are Br[C:2]1[S:3][CH:4]=[CH:5][N:6]=1.C([Sn](CCCC)(CCCC)[C:12]1[S:13][CH:14]=[CH:15][N:16]=1)CCC. The catalyst is C1(C)C=CC=CC=1. The yield is 0.930. (2) The reactants are [CH:1]([N:4]1[C:12]2[CH:11]=[C:10]([C:13]3[NH:17][N:16]=[N:15][N:14]=3)[CH:9]=[C:8]([C:18]([O:20]C)=[O:19])[C:7]=2[C:6]([CH3:22])=[CH:5]1)([CH3:3])[CH3:2].[OH-].[Na+]. The yield is 1.01. The catalyst is CO.O1CCCC1. The product is [CH:1]([N:4]1[C:12]2[CH:11]=[C:10]([C:13]3[NH:17][N:16]=[N:15][N:14]=3)[CH:9]=[C:8]([C:18]([OH:20])=[O:19])[C:7]=2[C:6]([CH3:22])=[CH:5]1)([CH3:3])[CH3:2]. (3) The product is [Cl:24][C:21]1[CH:22]=[CH:23][C:18]([C:13]2[C:12]([CH2:11][O:10][C:7]3[CH:8]=[CH:9][C:4]([C:3]([OH:25])=[O:2])=[CH:5][N:6]=3)=[C:16]([CH3:17])[O:15][N:14]=2)=[N:19][CH:20]=1. The yield is 0.350. No catalyst specified. The reactants are C[O:2][C:3](=[O:25])[C:4]1[CH:9]=[CH:8][C:7]([O:10][CH2:11][C:12]2[C:13]([C:18]3[CH:23]=[CH:22][C:21]([Cl:24])=[CH:20][N:19]=3)=[N:14][O:15][C:16]=2[CH3:17])=[N:6][CH:5]=1.COC(=O)C1C=CC(OCC2C(C3C=CC=CN=3)=NOC=2C)=NC=1. (4) The reactants are [CH3:1][O:2][C:3]1[CH:4]=[C:5]2[C:10](=[C:11]([NH2:13])[CH:12]=1)[N:9]=[CH:8][CH:7]=[CH:6]2.[Cl:14][C:15]1[CH:20]=[C:19]([Cl:21])[CH:18]=[CH:17][C:16]=1[S:22](Cl)(=[O:24])=[O:23]. No catalyst specified. The product is [Cl:14][C:15]1[CH:20]=[C:19]([Cl:21])[CH:18]=[CH:17][C:16]=1[S:22]([NH:13][C:11]1[CH:12]=[C:3]([O:2][CH3:1])[CH:4]=[C:5]2[C:10]=1[N:9]=[CH:8][CH:7]=[CH:6]2)(=[O:24])=[O:23]. The yield is 0.530. (5) The reactants are [H-].[Al+3].[Li+].[H-].[H-].[H-].[F:7][C:8]1[CH:27]=[CH:26][C:11]([C:12]([C:14]2[CH:22]=[CH:21][C:17]([C:18](O)=[O:19])=[CH:16][C:15]=2[C:23](O)=[O:24])=O)=[CH:10][CH:9]=1.Cl. The catalyst is C1COCC1. The product is [F:7][C:8]1[CH:27]=[CH:26][C:11]([CH:12]2[C:14]3[C:15](=[CH:16][C:17]([CH2:18][OH:19])=[CH:21][CH:22]=3)[CH2:23][O:24]2)=[CH:10][CH:9]=1. The yield is 0.0800. (6) The reactants are C([O:4][C:5]1[C:14]2[C:9](=[CH:10][CH:11]=[CH:12][CH:13]=2)[C:8]([Cl:15])=[N:7][CH:6]=1)C=C.CCO[C:19]([CH3:21])=O.O.[CH3:23]OCCOCCOC. The catalyst is [Cl-].[Na+].O. The product is [CH2:23]([C:6]1[N:7]=[C:8]([Cl:15])[C:9]2[C:14]([C:5]=1[OH:4])=[CH:13][CH:12]=[CH:11][CH:10]=2)[CH:19]=[CH2:21]. The yield is 0.670. (7) The reactants are [C:1]([CH2:3][NH:4][C:5](=[O:11])[O:6][C:7]([CH3:10])([CH3:9])[CH3:8])#[N:2].C(O)C.[NH2:15][OH:16]. The catalyst is CCOCC. The product is [OH:16][NH:15][C:1](=[NH:2])[CH2:3][NH:4][C:5](=[O:11])[O:6][C:7]([CH3:8])([CH3:9])[CH3:10]. The yield is 0.950. (8) The reactants are [CH3:1][N:2]([CH3:19])[S:3]([C:6]1[CH:11]=[CH:10][C:9]([C:12](=O)[CH2:13][C:14](OC)=[O:15])=[CH:8][CH:7]=1)(=[O:5])=[O:4].S([O-])([O-])(=O)=O.[CH3:25][NH2+:26][NH3+:27].C(N(CC)CC)C. The catalyst is C(O)C. The product is [OH:15][C:14]1[N:26]([CH3:25])[N:27]=[C:12]([C:9]2[CH:10]=[CH:11][C:6]([S:3]([N:2]([CH3:19])[CH3:1])(=[O:5])=[O:4])=[CH:7][CH:8]=2)[CH:13]=1. The yield is 0.710. (9) The reactants are [C:1]1([S:7]([N:10]2[C:14]3=[N:15][CH:16]=[CH:17][CH:18]=[C:13]3[CH:12]=[C:11]2[C:19](OS(C2C=CC(C)=CC=2)(=O)=O)=[CH:20][CH:21]2[CH2:25][CH2:24][CH2:23][CH2:22]2)(=[O:9])=[O:8])[CH:6]=[CH:5][CH:4]=[CH:3][CH:2]=1.[CH3:37][CH:38]([S:40]([C:43]1[CH:48]=[CH:47][C:46](B(O)O)=[CH:45][CH:44]=1)(=[O:42])=[O:41])[CH3:39].C(=O)([O-])[O-].[Na+].[Na+]. The catalyst is O1CCOCC1.C(OCC)(=O)C.Cl[Pd](Cl)([P](C1C=CC=CC=1)(C1C=CC=CC=1)C1C=CC=CC=1)[P](C1C=CC=CC=1)(C1C=CC=CC=1)C1C=CC=CC=1. The product is [C:1]1([S:7]([N:10]2[C:14]3=[N:15][CH:16]=[CH:17][CH:18]=[C:13]3[CH:12]=[C:11]2[C:19]([C:46]2[CH:47]=[CH:48][C:43]([S:40]([CH:38]([CH3:39])[CH3:37])(=[O:42])=[O:41])=[CH:44][CH:45]=2)=[CH:20][CH:21]2[CH2:25][CH2:24][CH2:23][CH2:22]2)(=[O:9])=[O:8])[CH:2]=[CH:3][CH:4]=[CH:5][CH:6]=1. The yield is 0.840.